This data is from Catalyst prediction with 721,799 reactions and 888 catalyst types from USPTO. The task is: Predict which catalyst facilitates the given reaction. Reactant: [C:1]([C:5]1[C:9]([CH2:10][CH2:11][CH2:12][OH:13])=[CH:8][N:7]([C:14]2[CH:19]=[CH:18][C:17]([C:20]([F:23])([F:22])[F:21])=[CH:16][N:15]=2)[N:6]=1)([CH3:4])([CH3:3])[CH3:2].O[C:25]1[C:30]([CH3:31])=[CH:29][CH:28]=[CH:27][C:26]=1[CH2:32][C:33]([O:35]C)=[O:34].C(P(CCCC)CCCC)CCC.N(C(N1CCCCC1)=O)=NC(N1CCCCC1)=O. Product: [C:1]([C:5]1[C:9]([CH2:10][CH2:11][CH2:12][O:13][C:25]2[C:30]([CH3:31])=[CH:29][CH:28]=[CH:27][C:26]=2[CH2:32][C:33]([OH:35])=[O:34])=[CH:8][N:7]([C:14]2[CH:19]=[CH:18][C:17]([C:20]([F:21])([F:22])[F:23])=[CH:16][N:15]=2)[N:6]=1)([CH3:4])([CH3:2])[CH3:3]. The catalyst class is: 7.